From a dataset of Peptide-MHC class I binding affinity with 185,985 pairs from IEDB/IMGT. Regression. Given a peptide amino acid sequence and an MHC pseudo amino acid sequence, predict their binding affinity value. This is MHC class I binding data. (1) The peptide sequence is KSLYNTVATLY. The MHC is HLA-A26:01 with pseudo-sequence HLA-A26:01. The binding affinity (normalized) is 0.0847. (2) The peptide sequence is AMYDPQTYY. The MHC is HLA-B51:01 with pseudo-sequence HLA-B51:01. The binding affinity (normalized) is 0.0847.